This data is from Forward reaction prediction with 1.9M reactions from USPTO patents (1976-2016). The task is: Predict the product of the given reaction. (1) Given the reactants Br[C:2]1[CH:3]=[C:4]([O:13][C@@H:14]([C@@H:16]2[CH2:20][C:19](=[O:21])[N:18]([C@@H:22]([C:24]3[CH:29]=[CH:28][C:27]([O:30][CH3:31])=[CH:26][CH:25]=3)[CH3:23])[CH2:17]2)[CH3:15])[C:5]2[N:6]([N:8]=[CH:9][C:10]=2[C:11]#[N:12])[CH:7]=1.[C:32]([O:36][C:37]([N:39]1[CH2:44][CH2:43][N:42]([C:45]2[CH:50]=[CH:49][C:48](B(O)O)=[CH:47][CH:46]=2)[CH2:41][CH2:40]1)=[O:38])([CH3:35])([CH3:34])[CH3:33].C(=O)([O-])[O-].[Cs+].[Cs+].O1CCOCC1, predict the reaction product. The product is: [C:11]([C:10]1[CH:9]=[N:8][N:6]2[CH:7]=[C:2]([C:48]3[CH:47]=[CH:46][C:45]([N:42]4[CH2:41][CH2:40][N:39]([C:37]([O:36][C:32]([CH3:35])([CH3:34])[CH3:33])=[O:38])[CH2:44][CH2:43]4)=[CH:50][CH:49]=3)[CH:3]=[C:4]([O:13][C@@H:14]([C@@H:16]3[CH2:20][C:19](=[O:21])[N:18]([C@@H:22]([C:24]4[CH:29]=[CH:28][C:27]([O:30][CH3:31])=[CH:26][CH:25]=4)[CH3:23])[CH2:17]3)[CH3:15])[C:5]=12)#[N:12]. (2) Given the reactants [NH2:1][C:2]1[C:3]([C:24]([O:26]C)=[O:25])=[N:4][C:5]([C:8]2[CH:13]=[CH:12][C:11]([S:14]([N:17]3[CH2:22][CH2:21][N:20]([CH3:23])[CH2:19][CH2:18]3)(=[O:16])=[O:15])=[CH:10][CH:9]=2)=[CH:6][N:7]=1.[OH-].[Li+], predict the reaction product. The product is: [NH2:1][C:2]1[C:3]([C:24]([OH:26])=[O:25])=[N:4][C:5]([C:8]2[CH:9]=[CH:10][C:11]([S:14]([N:17]3[CH2:18][CH2:19][N:20]([CH3:23])[CH2:21][CH2:22]3)(=[O:16])=[O:15])=[CH:12][CH:13]=2)=[CH:6][N:7]=1. (3) Given the reactants [CH2:1]1[C:9]2[C:4](=[CH:5][C:6]([C:10]3[N:14]([CH3:15])[N:13]=[C:12]([C:16](=[N:18][NH2:19])[CH3:17])[C:11]=3[OH:20])=[CH:7][CH:8]=2)[CH2:3][CH2:2]1.[N:21]([C:24]1[CH:32]=[CH:31][C:27]([C:28]([OH:30])=[O:29])=[CH:26][CH:25]=1)=[C:22]=[S:23].O, predict the reaction product. The product is: [CH2:1]1[C:9]2[C:4](=[CH:5][C:6]([C:10]3[N:14]([CH3:15])[N:13]=[C:12]([C:16](=[N:18][NH:19][C:22](=[S:23])[NH:21][C:24]4[CH:25]=[CH:26][C:27]([C:28]([OH:30])=[O:29])=[CH:31][CH:32]=4)[CH3:17])[C:11]=3[OH:20])=[CH:7][CH:8]=2)[CH2:3][CH2:2]1. (4) Given the reactants [F:1][C:2]1[CH:3]=[CH:4][C:5]([CH3:15])=[C:6]([C:8]([CH3:14])([CH3:13])[CH2:9][C:10]([OH:12])=O)[CH:7]=1.O=S(Cl)Cl.[NH:20]1[CH2:25][CH2:24][O:23][CH2:22][CH2:21]1.N1C=CC=CC=1.Cl, predict the reaction product. The product is: [F:1][C:2]1[CH:3]=[CH:4][C:5]([CH3:15])=[C:6]([C:8]([CH3:14])([CH3:13])[CH2:9][C:10]([N:20]2[CH2:25][CH2:24][O:23][CH2:22][CH2:21]2)=[O:12])[CH:7]=1. (5) Given the reactants [C:1]([O:5][C:6](=[O:39])[CH2:7][CH:8]([NH:15][S:16]([C:19]1[CH:24]=[CH:23][C:22](F)=[CH:21][C:20]=1[O:26][CH2:27][CH2:28][C:29]1[C:38]2[C:33](=[CH:34][CH:35]=[CH:36][CH:37]=2)[CH:32]=[CH:31][CH:30]=1)(=[O:18])=[O:17])[C:9]([N:11]([O:13][CH3:14])[CH3:12])=[O:10])([CH3:4])([CH3:3])[CH3:2].CCOC(C)=O.[NH:46]1[CH2:50][CH2:49][CH2:48][CH2:47]1, predict the reaction product. The product is: [C:1]([O:5][C:6](=[O:39])[CH2:7][C@H:8]([NH:15][S:16]([C:19]1[CH:24]=[CH:23][C:22]([N:46]2[CH2:50][CH2:49][CH2:48][CH2:47]2)=[CH:21][C:20]=1[O:26][CH2:27][CH2:28][C:29]1[C:38]2[C:33](=[CH:34][CH:35]=[CH:36][CH:37]=2)[CH:32]=[CH:31][CH:30]=1)(=[O:18])=[O:17])[C:9]([N:11]([O:13][CH3:14])[CH3:12])=[O:10])([CH3:4])([CH3:3])[CH3:2]. (6) Given the reactants [F:1][C:2]1[CH:7]=[CH:6][CH:5]=[CH:4][C:3]=1[C:8]1[NH:12][CH:11]=[C:10]([CH:13]=[O:14])[CH:9]=1.[N:15]1[CH:20]=[CH:19][CH:18]=[CH:17][C:16]=1[S:21](Cl)(=[O:23])=[O:22], predict the reaction product. The product is: [F:1][C:2]1[CH:7]=[CH:6][CH:5]=[CH:4][C:3]=1[C:8]1[N:12]([S:21]([C:16]2[CH:17]=[CH:18][CH:19]=[CH:20][N:15]=2)(=[O:23])=[O:22])[CH:11]=[C:10]([CH:13]=[O:14])[CH:9]=1. (7) Given the reactants [Cl:1][C:2]1[CH:3]=[C:4]([N:9]2[C:18](=[O:19])[C:17]3[C:12](=[CH:13][CH:14]=[CH:15][CH:16]=3)[N:11]=[C:10]2[SH:20])[CH:5]=[CH:6][C:7]=1[Cl:8].[S:21]1[C:25]2[CH:26]=[C:27]([NH:30][C:31](=[O:34])[CH2:32]Cl)[CH:28]=[CH:29][C:24]=2[N:23]=[CH:22]1, predict the reaction product. The product is: [S:21]1[C:25]2[CH:26]=[C:27]([NH:30][C:31](=[O:34])[CH2:32][S:20][C:10]3[N:9]([C:4]4[CH:5]=[CH:6][C:7]([Cl:8])=[C:2]([Cl:1])[CH:3]=4)[C:18](=[O:19])[C:17]4[C:12](=[CH:13][CH:14]=[CH:15][CH:16]=4)[N:11]=3)[CH:28]=[CH:29][C:24]=2[N:23]=[CH:22]1.